This data is from Full USPTO retrosynthesis dataset with 1.9M reactions from patents (1976-2016). The task is: Predict the reactants needed to synthesize the given product. Given the product [CH:14]1([C:6]2[CH:5]=[C:4]([CH2:3][OH:2])[CH:9]=[CH:8][C:7]=2[C:10]([F:12])([F:13])[F:11])[CH2:15][CH2:16]1, predict the reactants needed to synthesize it. The reactants are: C[O:2][C:3](=O)[C:4]1[CH:9]=[CH:8][C:7]([C:10]([F:13])([F:12])[F:11])=[C:6]([CH:14]2[CH2:16][CH2:15]2)[CH:5]=1.[BH4-].[Li+].Cl.